This data is from Full USPTO retrosynthesis dataset with 1.9M reactions from patents (1976-2016). The task is: Predict the reactants needed to synthesize the given product. (1) Given the product [CH3:31][C:26]([O:25][C:24]1[CH:32]=[CH:33][C:21]([O:20][C:19]2[CH:34]=[CH:35][CH:36]=[C:17]([CH2:16][NH:15][C:4](=[O:6])[C:3]3[CH:7]=[CH:8][C:9]([C:11]([F:14])([F:13])[F:12])=[CH:10][C:2]=3[CH3:1])[CH:18]=2)=[CH:22][CH:23]=1)([CH3:30])[C:27]([OH:29])=[O:28], predict the reactants needed to synthesize it. The reactants are: [CH3:1][C:2]1[CH:10]=[C:9]([C:11]([F:14])([F:13])[F:12])[CH:8]=[CH:7][C:3]=1[C:4]([OH:6])=O.[NH2:15][CH2:16][C:17]1[CH:18]=[C:19]([CH:34]=[CH:35][CH:36]=1)[O:20][C:21]1[CH:33]=[CH:32][C:24]([O:25][C:26]([CH3:31])([CH3:30])[C:27]([OH:29])=[O:28])=[CH:23][CH:22]=1. (2) Given the product [Cl:19][C:20]1[CH:21]=[C:22]([NH:32][C:33](=[O:44])[C:34]2[CH:39]=[CH:38][CH:37]=[C:36]([C:40]([F:42])([F:43])[F:41])[CH:35]=2)[C:23]([N:26]2[CH2:31][CH2:30][N:29]([C:47](=[O:48])[CH2:9][CH:8]3[C:3]([CH3:12])=[C:2]([Cl:1])[C:6]([CH3:7])=[N:5]3)[CH2:28][CH2:27]2)=[N:24][CH:25]=1, predict the reactants needed to synthesize it. The reactants are: [Cl:1][C:2]1[C:3]([CH3:12])=N[N:5]([CH2:8][C:9](O)=O)[C:6]=1[CH3:7].N1C=CC=CC=1.[Cl:19][C:20]1[CH:21]=[C:22]([NH:32][C:33](=[O:44])[C:34]2[CH:39]=[CH:38][CH:37]=[C:36]([C:40]([F:43])([F:42])[F:41])[CH:35]=2)[C:23]([N:26]2[CH2:31][CH2:30][NH:29][CH2:28][CH2:27]2)=[N:24][CH:25]=1.CN(C)[CH:47]=[O:48]. (3) Given the product [CH3:23][C:13]1[S:14][C:15]([C:16]2[CH:17]=[C:18]([CH3:22])[CH:19]=[CH:20][CH:21]=2)=[C:11]([C:9]([N:8]2[CH2:7][C@H:6]3[C@H:4]([CH2:5]3)[C@H:3]2[CH2:2][NH:1][C:33]([C:26]2[C:27]3[C:32](=[CH:31][CH:30]=[CH:29][CH:28]=3)[NH:24][CH:25]=2)=[O:34])=[O:10])[N:12]=1, predict the reactants needed to synthesize it. The reactants are: [NH2:1][CH2:2][C@H:3]1[N:8]([C:9]([C:11]2[N:12]=[C:13]([CH3:23])[S:14][C:15]=2[C:16]2[CH:17]=[C:18]([CH3:22])[CH:19]=[CH:20][CH:21]=2)=[O:10])[CH2:7][C@H:6]2[C@@H:4]1[CH2:5]2.[NH:24]1[C:32]2[C:27](=[CH:28][CH:29]=[CH:30][CH:31]=2)[C:26]([C:33](O)=[O:34])=[CH:25]1. (4) Given the product [CH3:18][N:19]1[CH:23]=[C:22]([C:2]2[CH:7]=[CH:6][C:5]([C:8]3[NH:9][C:10](=[O:17])[C:11]4[N:12]([CH:14]=[CH:15][CH:16]=4)[CH:13]=3)=[CH:4][CH:3]=2)[CH:21]=[N:20]1, predict the reactants needed to synthesize it. The reactants are: Br[C:2]1[CH:7]=[CH:6][C:5]([C:8]2[NH:9][C:10](=[O:17])[C:11]3[N:12]([CH:14]=[CH:15][CH:16]=3)[CH:13]=2)=[CH:4][CH:3]=1.[CH3:18][N:19]1[CH:23]=[C:22](B2OC(C)(C)C(C)(C)O2)[CH:21]=[N:20]1.C(=O)([O-])O.[Na+]. (5) The reactants are: Cl[C:2]1[C:7]([N+:8]([O-])=O)=[C:6]([CH3:11])[CH:5]=[CH:4][N:3]=1.[C:12]1([NH:18][C:19](=O)[CH3:20])[CH:17]=[CH:16][CH:15]=[CH:14][CH:13]=1. Given the product [CH3:20][C:19]1[N:18]([C:12]2[CH:17]=[CH:16][CH:15]=[CH:14][CH:13]=2)[C:2]2=[N:3][CH:4]=[CH:5][C:6]([CH3:11])=[C:7]2[N:8]=1, predict the reactants needed to synthesize it. (6) Given the product [O:43]1[C:8]2[CH:7]=[CH:6][CH:5]=[C:4]([C:9]3[N:14]=[CH:13][N:12]=[C:11]([NH:15][C:16]4[CH:17]=[C:18]([CH2:22][S:23]([NH2:26])(=[O:25])=[O:24])[CH:19]=[CH:20][CH:21]=4)[N:10]=3)[C:3]=2[O:2][CH2:1]1, predict the reactants needed to synthesize it. The reactants are: [CH3:1][O:2][C:3]1[CH:8]=[CH:7][CH:6]=[CH:5][C:4]=1[C:9]1[N:14]=[CH:13][N:12]=[C:11]([NH:15][C:16]2[CH:17]=[C:18]([CH2:22][S:23]([NH2:26])(=[O:25])=[O:24])[CH:19]=[CH:20][CH:21]=2)[N:10]=1.ClC1N=CN=C(NC2C=C(CS(N)(=O)=[O:43])C=CC=2)N=1.O1C2C=CC=C(B(O)O)C=2OC1. (7) Given the product [NH2:1][C:2]1[N:3]=[C:4]([C:20]2[CH:21]=[CH:22][CH:23]=[CH:24][CH:25]=2)[C:5]([C:10]2[CH:11]=[CH:12][C:13](=[O:19])[N:14]([CH:16]([CH3:18])[CH3:17])[CH:15]=2)=[N:6][C:7]=1[OH:8], predict the reactants needed to synthesize it. The reactants are: [NH2:1][C:2]1[N:3]=[C:4]([C:20]2[CH:25]=[CH:24][CH:23]=[CH:22][CH:21]=2)[C:5]([C:10]2[CH:11]=[CH:12][C:13](=[O:19])[N:14]([CH:16]([CH3:18])[CH3:17])[CH:15]=2)=[N:6][C:7]=1[O:8]C.Cl. (8) Given the product [Br:11][C:12]1[CH:13]=[CH:14][C:15]([O:21][CH2:2][C:3]2[CH:8]=[CH:7][C:6]([O:25][CH3:22])=[CH:5][CH:4]=2)=[C:16]([CH:20]=1)[C:17]([O:19][CH2:2][C:3]1[CH:8]=[CH:7][C:6]([O:9][CH3:10])=[CH:5][CH:4]=1)=[O:18], predict the reactants needed to synthesize it. The reactants are: Br[CH2:2][C:3]1[CH:8]=[CH:7][C:6]([O:9][CH3:10])=[CH:5][CH:4]=1.[Br:11][C:12]1[CH:13]=[CH:14][C:15]([OH:21])=[C:16]([CH:20]=1)[C:17]([OH:19])=[O:18].[C:22](=[O:25])([O-])[O-].[K+].[K+]. (9) Given the product [CH:5]1[CH:4]=[C:3]2[C:7]([O:11][C:10](=[O:12])[C:2]2=[C:1]([C:13]2[CH:18]=[CH:17][C:16]3[C:19]([O:21][C:22](=[O:24])[C:15]=3[CH:14]=2)=[O:20])[CH:6]=1)=[O:8], predict the reactants needed to synthesize it. The reactants are: [C:1]1([C:13]2[CH:18]=[CH:17][C:16]([C:19]([OH:21])=[O:20])=[C:15]([C:22]([OH:24])=O)[CH:14]=2)[CH:6]=[CH:5][CH:4]=[C:3]([C:7](O)=[O:8])[C:2]=1[C:10]([OH:12])=[O:11]. (10) The reactants are: F[C:2]1[CH:7]=[CH:6][CH:5]=[CH:4][C:3]=1[C:8](=[O:10])[CH3:9].[OH:11][C:12]1[CH:21]=[CH:20][C:15]([C:16]([O:18][CH3:19])=[O:17])=[CH:14][CH:13]=1.C(=O)([O-])[O-].[K+].[K+]. Given the product [C:8]([C:3]1[CH:4]=[CH:5][CH:6]=[CH:7][C:2]=1[O:11][C:12]1[CH:13]=[CH:14][C:15]([C:16]([O:18][CH3:19])=[O:17])=[CH:20][CH:21]=1)(=[O:10])[CH3:9], predict the reactants needed to synthesize it.